This data is from Forward reaction prediction with 1.9M reactions from USPTO patents (1976-2016). The task is: Predict the product of the given reaction. Given the reactants [CH3:1][C:2]1[N:3]=[C:4]([NH:18][C:19]([N:21]2C=CN=[CH:22]2)=[O:20])[S:5][C:6]=1[C:7]1[CH:12]=[CH:11][C:10]([N:13]2[CH:17]=[CH:16][CH:15]=[N:14]2)=[CH:9][CH:8]=1.I.NC[CH2:29][C:30]([NH:32][C:33]1[CH:34]=[N:35][CH:36]=[CH:37][CH:38]=1)=[O:31], predict the reaction product. The product is: [CH3:1][C:2]1[N:3]=[C:4]([NH:18][C:19](=[O:20])[NH:21][CH2:22][CH2:29][C:30]([NH:32][C:33]2[CH:34]=[N:35][CH:36]=[CH:37][CH:38]=2)=[O:31])[S:5][C:6]=1[C:7]1[CH:8]=[CH:9][C:10]([N:13]2[CH:17]=[CH:16][CH:15]=[N:14]2)=[CH:11][CH:12]=1.